Dataset: Reaction yield outcomes from USPTO patents with 853,638 reactions. Task: Predict the reaction yield, written as a fraction of the theoretical maximum amount of product (1.0 means a 100% yield; for example, 0.34 means a 34% yield). (1) The reactants are CS(O[CH2:6][CH2:7][C:8]1[CH:13]=[CH:12][C:11]([C:14]2[CH:19]=[CH:18][CH:17]=[C:16]([N:20]3[C:25]4[N:26]=[CH:27][C:28]([F:30])=[CH:29][C:24]=4[C:23](=[O:31])[N:22]([C@H:32]4[CH2:37][CH2:36][C@@H:35]([NH:38][C:39]([C:41]5[N:42]=[C:43]6[CH:48]=[CH:47][C:46]([F:49])=[CH:45][N:44]6[CH:50]=5)=[O:40])[CH2:34][CH2:33]4)[C:21]3=[O:51])[CH:15]=2)=[CH:10][CH:9]=1)(=O)=O.C(=O)([O-])[O-].[K+].[K+].C([N:65]1[CH2:70][CH2:69][NH:68][CH2:67][CH2:66]1)(OC(C)(C)C)=O.Cl. The catalyst is C(#N)C.O1CCOCC1.O. The product is [F:49][C:46]1[CH:47]=[CH:48][C:43]2[N:44]([CH:50]=[C:41]([C:39]([NH:38][C@H:35]3[CH2:36][CH2:37][C@@H:32]([N:22]4[C:23](=[O:31])[C:24]5[CH:29]=[C:28]([F:30])[CH:27]=[N:26][C:25]=5[N:20]([C:16]5[CH:15]=[C:14]([C:11]6[CH:10]=[CH:9][C:8]([CH2:7][CH2:6][N:65]7[CH2:70][CH2:69][NH:68][CH2:67][CH2:66]7)=[CH:13][CH:12]=6)[CH:19]=[CH:18][CH:17]=5)[C:21]4=[O:51])[CH2:33][CH2:34]3)=[O:40])[N:42]=2)[CH:45]=1. The yield is 0.100. (2) The reactants are C1(O[C:8](=[O:49])[N:9]([C:19]2[CH:24]=[C:23]([O:25][C:26]3[CH:31]=[CH:30][C:29]([NH:32][C:33]([C:35]4([C:38](=[O:47])[NH:39][C:40]5[CH:45]=[CH:44][C:43]([F:46])=[CH:42][CH:41]=5)[CH2:37][CH2:36]4)=[O:34])=[CH:28][C:27]=3[F:48])[CH:22]=[CH:21][N:20]=2)C(OC2C=CC=CC=2)=O)C=CC=CC=1.[CH3:50][N:51]1[CH2:56][CH2:55][CH:54]([N:57]2[CH2:62][CH2:61][NH:60][CH2:59][CH2:58]2)[CH2:53][CH2:52]1. The catalyst is CN(C)C=O. The product is [F:48][C:27]1[CH:28]=[C:29]([NH:32][C:33]([C:35]2([C:38]([NH:39][C:40]3[CH:41]=[CH:42][C:43]([F:46])=[CH:44][CH:45]=3)=[O:47])[CH2:36][CH2:37]2)=[O:34])[CH:30]=[CH:31][C:26]=1[O:25][C:23]1[CH:22]=[CH:21][N:20]=[C:19]([NH:9][C:8]([N:60]2[CH2:59][CH2:58][N:57]([CH:54]3[CH2:55][CH2:56][N:51]([CH3:50])[CH2:52][CH2:53]3)[CH2:62][CH2:61]2)=[O:49])[CH:24]=1. The yield is 0.890.